Dataset: Forward reaction prediction with 1.9M reactions from USPTO patents (1976-2016). Task: Predict the product of the given reaction. (1) Given the reactants C[O:2][C:3]([C@@:5]1([CH3:9])[CH2:8][CH2:7][NH:6]1)=[O:4].[OH-].[Na+].[Br:12][C:13]1[CH:21]=[CH:20][C:16]([C:17](Cl)=[O:18])=[CH:15][CH:14]=1.C(O)(=O)C, predict the reaction product. The product is: [Br:12][C:13]1[CH:21]=[CH:20][C:16]([C:17]([N:6]2[CH2:7][CH2:8][C@:5]2([CH3:9])[C:3]([OH:2])=[O:4])=[O:18])=[CH:15][CH:14]=1. (2) Given the reactants Cl.[Cl:2][C:3]1[C:11]2[C:6](=[CH:7][CH:8]=[C:9]([O:12][CH3:13])[CH:10]=2)[N:5]([C:14]2[CH:27]=[CH:26][C:17]([CH2:18][NH:19][C:20]([C:22]3([NH2:25])[CH2:24][CH2:23]3)=[O:21])=[CH:16][CH:15]=2)[C:4]=1[C:28]1[O:32][N:31]=[C:30]([CH3:33])[N:29]=1.[CH3:34][O:35][C:36]1[CH:40]=[C:39]([C:41](O)=[O:42])[O:38][N:37]=1, predict the reaction product. The product is: [Cl:2][C:3]1[C:11]2[C:6](=[CH:7][CH:8]=[C:9]([O:12][CH3:13])[CH:10]=2)[N:5]([C:14]2[CH:27]=[CH:26][C:17]([CH2:18][NH:19][C:20]([C:22]3([NH:25][C:41]([C:39]4[O:38][N:37]=[C:36]([O:35][CH3:34])[CH:40]=4)=[O:42])[CH2:23][CH2:24]3)=[O:21])=[CH:16][CH:15]=2)[C:4]=1[C:28]1[O:32][N:31]=[C:30]([CH3:33])[N:29]=1. (3) Given the reactants [C:1]([OH:13])(=[O:12])[CH2:2][C:3]([CH2:8][C:9]([OH:11])=[O:10])([C:5]([OH:7])=[O:6])[OH:4].[CH3:14][C@@H:15]1[CH2:20][CH2:19][N:18]([C:21](=[O:25])[CH2:22][C:23]#[N:24])[CH2:17][C@@H:16]1[N:26]([CH3:36])[C:27]1[C:28]2[CH:35]=[CH:34][NH:33][C:29]=2[N:30]=[CH:31][N:32]=1, predict the reaction product. The product is: [C:1]([OH:13])(=[O:12])[CH2:2][C:3]([CH2:8][C:9]([OH:11])=[O:10])([C:5]([OH:7])=[O:6])[OH:4].[CH3:14][C@@H:15]1[CH2:20][CH2:19][N:18]([C:21](=[O:25])[CH2:22][C:23]#[N:24])[CH2:17][C@@H:16]1[N:26]([CH3:36])[C:27]1[C:28]2[CH:35]=[CH:34][NH:33][C:29]=2[N:30]=[CH:31][N:32]=1. (4) The product is: [CH:13]1([O:19][C:2]2[N:3]=[CH:4][C:5]([C:6]([OH:8])=[O:7])=[CH:9][CH:10]=2)[CH2:18][CH2:17][CH2:16][CH2:15][CH2:14]1. Given the reactants Cl[C:2]1[CH:10]=[CH:9][C:5]([C:6]([OH:8])=[O:7])=[CH:4][N:3]=1.[OH-].[K+].[CH:13]1([OH:19])[CH2:18][CH2:17][CH2:16][CH2:15][CH2:14]1.Cl, predict the reaction product.